This data is from Forward reaction prediction with 1.9M reactions from USPTO patents (1976-2016). The task is: Predict the product of the given reaction. Given the reactants [F:1][C:2]([F:15])([F:14])[C:3]1[CH:8]=[CH:7][C:6]([C@@H:9](O)[CH2:10][CH2:11][CH3:12])=[CH:5][CH:4]=1.[O-]S([O-])(=O)=O.[Mg+2].C(Br)(Br)(Br)[Br:23].C1(P(C2C=CC=CC=2)C2C=CC=CC=2)C=CC=CC=1, predict the reaction product. The product is: [F:1][C:2]([F:15])([F:14])[C:3]1[CH:8]=[CH:7][C:6]([C@H:9]([Br:23])[CH2:10][CH2:11][CH3:12])=[CH:5][CH:4]=1.